Dataset: NCI-60 drug combinations with 297,098 pairs across 59 cell lines. Task: Regression. Given two drug SMILES strings and cell line genomic features, predict the synergy score measuring deviation from expected non-interaction effect. (1) Drug 1: CN(CC1=CN=C2C(=N1)C(=NC(=N2)N)N)C3=CC=C(C=C3)C(=O)NC(CCC(=O)O)C(=O)O. Drug 2: C1=NNC2=C1C(=O)NC=N2. Cell line: IGROV1. Synergy scores: CSS=50.1, Synergy_ZIP=2.35, Synergy_Bliss=0.162, Synergy_Loewe=-40.5, Synergy_HSA=-3.82. (2) Drug 1: CN1CCC(CC1)COC2=C(C=C3C(=C2)N=CN=C3NC4=C(C=C(C=C4)Br)F)OC. Drug 2: CC1CCC2CC(C(=CC=CC=CC(CC(C(=O)C(C(C(=CC(C(=O)CC(OC(=O)C3CCCCN3C(=O)C(=O)C1(O2)O)C(C)CC4CCC(C(C4)OC)OCCO)C)C)O)OC)C)C)C)OC. Cell line: HCT-15. Synergy scores: CSS=20.5, Synergy_ZIP=-4.55, Synergy_Bliss=-0.815, Synergy_Loewe=-12.4, Synergy_HSA=0.551. (3) Synergy scores: CSS=17.7, Synergy_ZIP=-8.07, Synergy_Bliss=0.759, Synergy_Loewe=-16.9, Synergy_HSA=1.66. Drug 2: C1CN(P(=O)(OC1)NCCCl)CCCl. Drug 1: C1C(C(OC1N2C=NC3=C(N=C(N=C32)Cl)N)CO)O. Cell line: TK-10. (4) Drug 1: CCC1(CC2CC(C3=C(CCN(C2)C1)C4=CC=CC=C4N3)(C5=C(C=C6C(=C5)C78CCN9C7C(C=CC9)(C(C(C8N6C)(C(=O)OC)O)OC(=O)C)CC)OC)C(=O)OC)O. Drug 2: CC(C)(C#N)C1=CC=C(C=C1)N2C3=C4C=C(C=CC4=NC=C3N(C2=O)C)C5=CC6=CC=CC=C6N=C5. Cell line: NCI-H460. Synergy scores: CSS=75.9, Synergy_ZIP=3.01, Synergy_Bliss=1.32, Synergy_Loewe=2.33, Synergy_HSA=6.30. (5) Drug 1: C1CCC(C1)C(CC#N)N2C=C(C=N2)C3=C4C=CNC4=NC=N3. Drug 2: CCC1(C2=C(COC1=O)C(=O)N3CC4=CC5=C(C=CC(=C5CN(C)C)O)N=C4C3=C2)O.Cl. Cell line: NCI-H322M. Synergy scores: CSS=-0.299, Synergy_ZIP=0.232, Synergy_Bliss=-2.00, Synergy_Loewe=-2.77, Synergy_HSA=-3.24. (6) Drug 1: CN(CC1=CN=C2C(=N1)C(=NC(=N2)N)N)C3=CC=C(C=C3)C(=O)NC(CCC(=O)O)C(=O)O. Drug 2: C1C(C(OC1N2C=C(C(=O)NC2=O)F)CO)O. Cell line: CCRF-CEM. Synergy scores: CSS=69.2, Synergy_ZIP=-1.33, Synergy_Bliss=-3.15, Synergy_Loewe=-2.58, Synergy_HSA=-1.09. (7) Drug 1: COC1=NC(=NC2=C1N=CN2C3C(C(C(O3)CO)O)O)N. Drug 2: CC1=C(C(=CC=C1)Cl)NC(=O)C2=CN=C(S2)NC3=CC(=NC(=N3)C)N4CCN(CC4)CCO. Cell line: UO-31. Synergy scores: CSS=-0.825, Synergy_ZIP=1.49, Synergy_Bliss=1.36, Synergy_Loewe=-9.47, Synergy_HSA=-5.09. (8) Drug 1: C1=NC2=C(N1)C(=S)N=C(N2)N. Drug 2: CC1=CC=C(C=C1)C2=CC(=NN2C3=CC=C(C=C3)S(=O)(=O)N)C(F)(F)F. Synergy scores: CSS=45.7, Synergy_ZIP=2.65, Synergy_Bliss=1.99, Synergy_Loewe=-11.7, Synergy_HSA=2.19. Cell line: OVCAR-5.